Predict the reaction yield, written as a fraction of the theoretical maximum amount of product (1.0 means a 100% yield; for example, 0.34 means a 34% yield). From a dataset of Reaction yield outcomes from USPTO patents with 853,638 reactions. (1) The reactants are Cl[C:2]1[N:7]=[C:6]([NH:8][C:9]2[CH:14]=[CH:13][C:12]3[O:15][CH2:16][CH2:17][O:18][C:11]=3[CH:10]=2)[C:5]([F:19])=[CH:4][N:3]=1.[CH:20](N(CC)C(C)C)(C)C.[CH2:29]([O:33][C:34]1[CH:40]=[CH:39][C:37](N)=[CH:36][CH:35]=1)[CH2:30][CH2:31][CH3:32]. The catalyst is C(O)CO. The product is [CH2:29]([O:33][C:34]1[CH:40]=[CH:39][C:37]([NH:7][C:2]2[CH:20]=[C:6]([NH:8][C:9]3[CH:14]=[CH:13][C:12]4[O:15][CH2:16][CH2:17][O:18][C:11]=4[CH:10]=3)[C:5]([F:19])=[CH:4][N:3]=2)=[CH:36][CH:35]=1)[CH2:30][CH2:31][CH3:32]. The yield is 0.490. (2) The reactants are [CH2:1]([O:8][C:9](=[O:21])/[CH:10]=[C:11](\[NH:13][C:14]1[CH:19]=[CH:18][C:17]([F:20])=[CH:16][CH:15]=1)/[CH3:12])[C:2]1[CH:7]=[CH:6][CH:5]=[CH:4][CH:3]=1.[C:22](#[N:25])[CH2:23][CH3:24]. The catalyst is CC([O-])=O.CC([O-])=O.[Cu+2]. The product is [CH2:1]([O:8][C:9]([C:10]1[C:22]([CH2:23][CH3:24])=[N:25][N:13]([C:14]2[CH:19]=[CH:18][C:17]([F:20])=[CH:16][CH:15]=2)[C:11]=1[CH3:12])=[O:21])[C:2]1[CH:7]=[CH:6][CH:5]=[CH:4][CH:3]=1. The yield is 0.840.